From a dataset of Retrosynthesis with 50K atom-mapped reactions and 10 reaction types from USPTO. Predict the reactants needed to synthesize the given product. (1) Given the product Cc1nc(NC(=O)c2cc([N+](=O)[O-])c(Sc3c(Cl)cncc3Cl)s2)sc1C, predict the reactants needed to synthesize it. The reactants are: Cc1nc(N)sc1C.O=C(O)c1cc([N+](=O)[O-])c(Sc2c(Cl)cncc2Cl)s1. (2) Given the product OC[C@@H](c1ccccc1)N1CCCC1, predict the reactants needed to synthesize it. The reactants are: BrCCCCBr.N[C@@H](CO)c1ccccc1. (3) The reactants are: COc1cccc(-c2c(-c3ccccc3)[nH]c3ncc(Br)cc23)c1. Given the product Oc1cccc(-c2c(-c3ccccc3)[nH]c3ncc(Br)cc23)c1, predict the reactants needed to synthesize it. (4) The reactants are: Brc1ccc2c(c1)[nH]c1ccccc12.Brc1ccccn1. Given the product Brc1ccc2c3ccccc3n(-c3ccccn3)c2c1, predict the reactants needed to synthesize it. (5) Given the product C[C@@H](Cc1cccc(CNC(=O)OC(C)(C)C)c1)Nc1nccc(N(C)c2ccnc(Cl)n2)n1, predict the reactants needed to synthesize it. The reactants are: CN(c1ccnc(F)n1)c1ccnc(Cl)n1.C[C@H](N)Cc1cccc(CNC(=O)OC(C)(C)C)c1. (6) Given the product Cc1ccc(C=C(C(=O)O)c2ccc(O)cc2)cc1, predict the reactants needed to synthesize it. The reactants are: CC(=O)Oc1ccc(C(=Cc2ccc(C)cc2)C(=O)O)cc1. (7) Given the product CC(C)OC(=O)N1CCC[C@H]1CNc1ccc2ncc(C#N)n2n1, predict the reactants needed to synthesize it. The reactants are: CC(C)OC(=O)N1CCC[C@H]1CNc1ccc2ncc(Br)n2n1.[C-]#N.